This data is from Forward reaction prediction with 1.9M reactions from USPTO patents (1976-2016). The task is: Predict the product of the given reaction. (1) Given the reactants [Cl:1][C:2]1[CH:3]=[CH:4][C:5]([O:28][CH3:29])=[C:6]([CH:27]=1)[C:7]([NH:9][CH2:10][CH2:11][C:12]1[CH:13]=[CH:14][C:15]([O:22][CH2:23][CH2:24][O:25][CH3:26])=[C:16]([S:18]([NH2:21])(=[O:20])=[O:19])[CH:17]=1)=[O:8].[H-].[Na+].[CH3:32][N:33]=[C:34]=[S:35].Cl, predict the reaction product. The product is: [Cl:1][C:2]1[CH:3]=[CH:4][C:5]([O:28][CH3:29])=[C:6]([CH:27]=1)[C:7]([NH:9][CH2:10][CH2:11][C:12]1[CH:13]=[CH:14][C:15]([O:22][CH2:23][CH2:24][O:25][CH3:26])=[C:16]([S:18]([NH:21][C:34]([NH:33][CH3:32])=[S:35])(=[O:20])=[O:19])[CH:17]=1)=[O:8]. (2) Given the reactants [ClH:1].O1CCOCC1.C(OC(=O)[N:14]([C:23]1[CH:28]=[CH:27][C:26]([O:29][C:30]2[C:39]3[C:34](=[CH:35][C:36]([O:40]C)=[CH:37][CH:38]=3)[CH:33]=[CH:32][C:31]=2[C:42]2[CH:47]=[CH:46][C:45]([S:48]([CH3:51])(=[O:50])=[O:49])=[CH:44][CH:43]=2)=[CH:25][CH:24]=1)[CH2:15][CH2:16][N:17]1[CH2:22][CH2:21][CH2:20][CH2:19][CH2:18]1)(C)(C)C.B(Br)(Br)Br.C(=O)(O)[O-].[Na+], predict the reaction product. The product is: [ClH:1].[ClH:1].[CH3:51][S:48]([C:45]1[CH:44]=[CH:43][C:42]([C:31]2[C:30]([O:29][C:26]3[CH:27]=[CH:28][C:23]([NH:14][CH2:15][CH2:16][N:17]4[CH2:22][CH2:21][CH2:20][CH2:19][CH2:18]4)=[CH:24][CH:25]=3)=[C:39]3[C:34](=[CH:33][CH:32]=2)[CH:35]=[C:36]([OH:40])[CH:37]=[CH:38]3)=[CH:47][CH:46]=1)(=[O:50])=[O:49].